This data is from Reaction yield outcomes from USPTO patents with 853,638 reactions. The task is: Predict the reaction yield, written as a fraction of the theoretical maximum amount of product (1.0 means a 100% yield; for example, 0.34 means a 34% yield). (1) The reactants are [NH2:1][C@H:2]1[CH2:6][CH2:5][N:4]([C:7]([O:9][C:10]([CH3:13])([CH3:12])[CH3:11])=[O:8])[CH2:3]1.[CH3:14][C:15]([CH3:17])=O.[H][H]. The catalyst is [Pd].C(O)C. The product is [CH:15]([NH:1][C@H:2]1[CH2:6][CH2:5][N:4]([C:7]([O:9][C:10]([CH3:13])([CH3:12])[CH3:11])=[O:8])[CH2:3]1)([CH3:17])[CH3:14]. The yield is 1.00. (2) The reactants are [F:1][C:2]1[CH:7]=[CH:6][CH:5]=[C:4]([F:8])[C:3]=1[C:9]1[N:14]=[C:13]([C:15]([NH:17][C:18]2[C:19]([N:27]3[CH2:32][C@H:31]([CH3:33])[C@@H:30]([OH:34])[C@H:29]([NH:35]C(=O)OC(C)(C)C)[CH2:28]3)=[C:20]3[CH2:26][CH2:25][CH2:24][C:21]3=[N:22][CH:23]=2)=[O:16])[CH:12]=[CH:11][C:10]=1[F:43].C(O)(C(F)(F)F)=O. The catalyst is C(Cl)Cl. The product is [NH2:35][C@H:29]1[C@H:30]([OH:34])[C@@H:31]([CH3:33])[CH2:32][N:27]([C:19]2[C:18]([NH:17][C:15]([C:13]3[CH:12]=[CH:11][C:10]([F:43])=[C:9]([C:3]4[C:2]([F:1])=[CH:7][CH:6]=[CH:5][C:4]=4[F:8])[N:14]=3)=[O:16])=[CH:23][N:22]=[C:21]3[CH2:24][CH2:25][CH2:26][C:20]=23)[CH2:28]1. The yield is 0.920. (3) The reactants are C[O:2][C:3]([C:5]1([CH2:11][NH:12][C:13]([O:15][C:16]([CH3:19])([CH3:18])[CH3:17])=[O:14])[CH2:7][CH:6]1[CH:8]([CH3:10])[CH3:9])=[O:4].[Li+].[OH-]. The catalyst is CO.O. The product is [C:16]([O:15][C:13]([NH:12][CH2:11][C:5]1([C:3]([OH:4])=[O:2])[CH2:7][CH:6]1[CH:8]([CH3:9])[CH3:10])=[O:14])([CH3:17])([CH3:19])[CH3:18]. The yield is 0.870.